From a dataset of Reaction yield outcomes from USPTO patents with 853,638 reactions. Predict the reaction yield, written as a fraction of the theoretical maximum amount of product (1.0 means a 100% yield; for example, 0.34 means a 34% yield). The reactants are [CH3:1][C:2]1[CH:11]=[CH:10][C:9]2[C:4](=[CH:5][CH:6]=[CH:7][C:8]=2[N:12]2[CH2:17][CH2:16][N:15]([CH2:18][CH2:19][C:20]3[CH:21]=[C:22]([CH:24]=[CH:25][CH:26]=3)[NH2:23])[CH2:14][CH2:13]2)[N:3]=1.[CH3:27][O:28][C:29]1[O:33][C:32]([C:34](O)=[O:35])=[N:31][CH:30]=1. No catalyst specified. The product is [CH3:27][O:28][C:29]1[O:33][C:32]([C:34]([NH:23][C:22]2[CH:24]=[CH:25][CH:26]=[C:20]([CH2:19][CH2:18][N:15]3[CH2:14][CH2:13][N:12]([C:8]4[CH:7]=[CH:6][CH:5]=[C:4]5[C:9]=4[CH:10]=[CH:11][C:2]([CH3:1])=[N:3]5)[CH2:17][CH2:16]3)[CH:21]=2)=[O:35])=[N:31][CH:30]=1. The yield is 0.300.